Dataset: Reaction yield outcomes from USPTO patents with 853,638 reactions. Task: Predict the reaction yield, written as a fraction of the theoretical maximum amount of product (1.0 means a 100% yield; for example, 0.34 means a 34% yield). (1) The reactants are [F:1][C:2]([F:6])([F:5])[CH2:3][OH:4].[H-].[Na+].[Cl:9][C:10]1[CH:15]=[C:14](Cl)[N:13]=[CH:12][N:11]=1.[Cl-].[NH4+]. The catalyst is O1CCCC1. The product is [Cl:9][C:10]1[CH:15]=[C:14]([O:4][CH2:3][C:2]([F:6])([F:5])[F:1])[N:13]=[CH:12][N:11]=1. The yield is 0.389. (2) The reactants are [CH3:1][C:2]1[C:6]2[C:7](=[O:18])[N:8]([CH2:11][CH2:12][N:13]3[CH2:17][CH2:16][CH2:15][CH2:14]3)[CH2:9][CH2:10][C:5]=2[NH:4][C:3]=1[CH:19]=O.[F:21][C:22]1[C:27]([F:28])=[CH:26][CH:25]=[CH:24][C:23]=1[C:29]1[CH:37]=[CH:36][CH:35]=[C:34]2[C:30]=1[CH2:31][C:32](=[O:38])[NH:33]2. No catalyst specified. The product is [F:21][C:22]1[C:27]([F:28])=[CH:26][CH:25]=[CH:24][C:23]=1[C:29]1[CH:37]=[CH:36][CH:35]=[C:34]2[C:30]=1[C:31](=[CH:19][C:3]1[NH:4][C:5]3[CH2:10][CH2:9][N:8]([CH2:11][CH2:12][N:13]4[CH2:14][CH2:15][CH2:16][CH2:17]4)[C:7](=[O:18])[C:6]=3[C:2]=1[CH3:1])[C:32](=[O:38])[NH:33]2. The yield is 0.333. (3) The reactants are [C:1]([C:5]1[C:10]([N+:11]([O-:13])=[O:12])=[CH:9][C:8]([NH:14][C:15]#[C:16][Si](C)(C)C)=[CH:7][CH:6]=1)([CH3:4])([CH3:3])[CH3:2]. The catalyst is CN(C=O)C.[Cu]I. The product is [C:1]([C:5]1[CH:6]=[C:7]2[C:8](=[CH:9][C:10]=1[N+:11]([O-:13])=[O:12])[NH:14][CH:15]=[CH:16]2)([CH3:4])([CH3:3])[CH3:2]. The yield is 0.690. (4) The reactants are C(Cl)(=O)C(Cl)=O.[Cl:7][C:8]1[CH:9]=[C:10]([C:14]2[N:15]=[N:16][N:17]([CH:19]([CH3:25])[CH2:20][C:21]([NH:23][CH3:24])=O)[N:18]=2)[CH:11]=[CH:12][CH:13]=1.N1C(C)=CC=CC=1C.[C:34]([NH:42][NH2:43])(=O)[C:35]1[CH:40]=[CH:39][N:38]=[CH:37][CH:36]=1. The catalyst is C(Cl)Cl. The product is [Cl:7][C:8]1[CH:9]=[C:10]([C:14]2[N:15]=[N:16][N:17]([CH:19]([CH3:25])[CH2:20][C:21]3[N:23]([CH3:24])[C:34]([C:35]4[CH:40]=[CH:39][N:38]=[CH:37][CH:36]=4)=[N:42][N:43]=3)[N:18]=2)[CH:11]=[CH:12][CH:13]=1. The yield is 0.0200. (5) The reactants are Cl.C([O:9][C:10]1[CH:19]=[C:18]2[C:13]([C:14]([NH:20][C:21]3[CH:26]=[CH:25][C:24]([CH3:27])=[CH:23][C:22]=3[F:28])=[N:15][CH:16]=[N:17]2)=[CH:12][C:11]=1OC)C1C=CC=CC=1.[C:31](O)(C(F)(F)F)=[O:32]. No catalyst specified. The product is [F:28][C:22]1[CH:23]=[C:24]([CH3:27])[CH:25]=[CH:26][C:21]=1[NH:20][C:14]1[C:13]2[C:18](=[CH:19][C:10]([OH:9])=[CH:11][CH:12]=2)[N:17]=[C:16]([O:32][CH3:31])[N:15]=1. The yield is 0.740. (6) The reactants are [CH2:1]([O:3][C:4](=[O:18])[CH:5]=[C:6]1[CH2:15][CH2:14][C:13]2[C:8](=[CH:9][CH:10]=[C:11]([O:16][CH3:17])[CH:12]=2)[CH2:7]1)[CH3:2]. The catalyst is C(OCC)(=O)C.[Pd]. The product is [CH2:1]([O:3][C:4](=[O:18])[CH2:5][CH:6]1[CH2:15][CH2:14][C:13]2[C:8](=[CH:9][CH:10]=[C:11]([O:16][CH3:17])[CH:12]=2)[CH2:7]1)[CH3:2]. The yield is 0.910. (7) The reactants are [O:1]1[CH:5]=[CH:4][CH:3]=[C:2]1[C:6]1[CH:7]=[C:8]([C:11]([OH:13])=O)[NH:9][N:10]=1.[NH2:14][C@@H:15]([CH3:31])[CH2:16][N:17]1[CH:21]=[CH:20][C:19]([C:22]2[CH:29]=[CH:28][C:25]([C:26]#[N:27])=[C:24]([Cl:30])[CH:23]=2)=[N:18]1. No catalyst specified. The product is [Cl:30][C:24]1[CH:23]=[C:22]([C:19]2[CH:20]=[CH:21][N:17]([CH2:16][C@@H:15]([NH:14][C:11]([C:8]3[NH:9][N:10]=[C:6]([C:2]4[O:1][CH:5]=[CH:4][CH:3]=4)[CH:7]=3)=[O:13])[CH3:31])[N:18]=2)[CH:29]=[CH:28][C:25]=1[C:26]#[N:27]. The yield is 0.170. (8) The reactants are [Cl:1][C:2]1[CH:7]=[CH:6][CH:5]=[C:4]([Cl:8])[C:3]=1[N:9]1[C:13](=[O:14])[C:12]([C:15]([O:17][CH2:18][CH3:19])=[O:16])=[CH:11][NH:10]1.F[C:21](F)(F)S(OC)(=O)=O. No catalyst specified. The product is [Cl:1][C:2]1[CH:7]=[CH:6][CH:5]=[C:4]([Cl:8])[C:3]=1[N:9]1[C:13](=[O:14])[C:12]([C:15]([O:17][CH2:18][CH3:19])=[O:16])=[CH:11][N:10]1[CH3:21]. The yield is 0.870. (9) The reactants are [N+:1]([C:4]1[CH:9]=[CH:8][C:7]([C:10]2[S:11][C:12]3[CH:18]=[C:17]([OH:19])[CH:16]=[CH:15][C:13]=3[N:14]=2)=[CH:6][CH:5]=1)([O-:3])=[O:2].[H-].[Na+].[C:22](Cl)(=[O:24])[CH3:23]. The catalyst is C1COCC1. The product is [C:22]([O:19][C:17]1[CH:16]=[CH:15][C:13]2[N:14]=[C:10]([C:7]3[CH:6]=[CH:5][C:4]([N+:1]([O-:3])=[O:2])=[CH:9][CH:8]=3)[S:11][C:12]=2[CH:18]=1)(=[O:24])[CH3:23]. The yield is 0.740.